From a dataset of Rat liver microsome stability data. Regression/Classification. Given a drug SMILES string, predict its absorption, distribution, metabolism, or excretion properties. Task type varies by dataset: regression for continuous measurements (e.g., permeability, clearance, half-life) or binary classification for categorical outcomes (e.g., BBB penetration, CYP inhibition). Dataset: rlm. (1) The drug is Cc1ccc(S(=O)(=O)Nc2cc(Cl)c(Cl)cc2C(=O)Nc2nc(-c3ccccc3)cs2)cc1. The result is 1 (stable in rat liver microsomes). (2) The compound is CCC(=O)N1CCN(CC(=O)NC(CC)CC)CC1. The result is 0 (unstable in rat liver microsomes). (3) The compound is O=C(N[C@H]1CN2CCC1CC2)c1cc2ccoc2cn1. The result is 0 (unstable in rat liver microsomes). (4) The result is 1 (stable in rat liver microsomes). The compound is CCN1C(=O)C(c2cc(-c3cn[nH]c3)c(O)cc2O)C(=O)N(c2ccccc2)c2cc(C(F)(F)F)ccc21. (5) The drug is COc1cc(C)ccc1S(=O)(=O)NC(=O)[C@@H](c1ccc2c(c1)OCO2)c1cn(C)c2cc(CO)ccc12. The result is 0 (unstable in rat liver microsomes). (6) The compound is C=C(C)[C@@H]1CC[C@]2(NCCN3C[C@@H]4C[C@H]3CS4(=O)=O)CC[C@]3(C)[C@H](CC[C@@H]4[C@@]5(C)CC=C(c6ccc(C(=O)O)cc6)C(C)(C)[C@@H]5CC[C@]43C)[C@@H]12. The result is 0 (unstable in rat liver microsomes).